The task is: Predict the reactants needed to synthesize the given product.. This data is from Full USPTO retrosynthesis dataset with 1.9M reactions from patents (1976-2016). Given the product [N:1]([C:2]1[CH:7]=[CH:6][C:5]([B:8]2[O:9][C:10]([CH3:12])([CH3:11])[C:13]([CH3:14])([CH3:15])[O:16]2)=[CH:4][C:3]=1[O:17][CH3:18])=[C:21]=[O:22], predict the reactants needed to synthesize it. The reactants are: [NH2:1][C:2]1[CH:7]=[CH:6][C:5]([B:8]2[O:16][C:13]([CH3:15])([CH3:14])[C:10]([CH3:12])([CH3:11])[O:9]2)=[CH:4][C:3]=1[O:17][CH3:18].C.Cl[C:21](OC(Cl)(Cl)Cl)=[O:22].